From a dataset of Forward reaction prediction with 1.9M reactions from USPTO patents (1976-2016). Predict the product of the given reaction. Given the reactants C(OC([N:8]([OH:26])[C:9]1([CH2:18][C:19]2[CH:24]=[CH:23][C:22]([Cl:25])=[CH:21][CH:20]=2)[C:14](=[O:15])[NH:13][C:12](=[O:16])[NH:11][C:10]1=[O:17])=O)(C)(C)C, predict the reaction product. The product is: [OH:26][NH:8][C:9]1([CH2:18][C:19]2[CH:24]=[CH:23][C:22]([Cl:25])=[CH:21][CH:20]=2)[C:14](=[O:15])[NH:13][C:12](=[O:16])[NH:11][C:10]1=[O:17].